From a dataset of Catalyst prediction with 721,799 reactions and 888 catalyst types from USPTO. Predict which catalyst facilitates the given reaction. (1) Reactant: Cl.[CH3:2][O:3][C:4](=[O:51])[N:5](C)[C@H:6]([C:10]([N:12]1[CH2:16][C@@H:15]([CH3:17])[CH2:14][C@H:13]1[C:18]1[NH:22][C:21]2[CH:23]=[CH:24][C:25]([C:27]3[CH:32]=[CH:31][C:30]([C:33]4[CH:38]=[CH:37][C:36]([C:39]5[N:40]=[C:41]([C@@H:44]6[CH2:48][C@H:47]([CH3:49])[CH2:46][NH:45]6)[NH:42][CH:43]=5)=[CH:35][CH:34]=4)=[CH:29][CH:28]=3)=[CH:26][C:20]=2[N:19]=1)=[O:11])[CH:7]([CH3:9])[CH3:8].[CH3:52][O:53][C:54]([N:56]([CH3:64])[C@@H:57]([CH:61]([CH3:63])[CH3:62])[C:58]([OH:60])=O)=[O:55].CN(C(ON1N=NC2C=CC=NC1=2)=[N+](C)C)C.F[P-](F)(F)(F)(F)F.CCN(C(C)C)C(C)C. Product: [CH3:2][O:3][C:4]([NH:5][C@@H:6]([CH:7]([CH3:9])[CH3:8])[C:10]([N:12]1[CH2:16][C@@H:15]([CH3:17])[CH2:14][C@H:13]1[C:18]1[NH:22][C:21]2[CH:23]=[CH:24][C:25]([C:27]3[CH:28]=[CH:29][C:30]([C:33]4[CH:38]=[CH:37][C:36]([C:39]5[N:40]=[C:41]([C@@H:44]6[CH2:48][C@H:47]([CH3:49])[CH2:46][N:45]6[C:58](=[O:60])[C@@H:57]([N:56]([CH3:64])[C:54](=[O:55])[O:53][CH3:52])[CH:61]([CH3:63])[CH3:62])[NH:42][CH:43]=5)=[CH:35][CH:34]=4)=[CH:31][CH:32]=3)=[CH:26][C:20]=2[N:19]=1)=[O:11])=[O:51]. The catalyst class is: 18. (2) Reactant: [C:1]([C:4]1[C:22](=[O:23])[C@@:8]2([CH3:24])[C:9]3[C:15]([OH:16])=[CH:14][C:13]([O:17][CH3:18])=[C:12]([C:19]([NH2:21])=[O:20])[C:10]=3[O:11][C:7]2=[CH:6][C:5]=1[OH:25])(=[O:3])[CH3:2].[CH:26]([C:28]1[C:37]([CH3:38])=[CH:36][C:31]([C:32]([O:34][CH3:35])=[O:33])=[C:30]([CH3:39])[C:29]=1[CH3:40])=O.C([SiH](CC)CC)C.FC(F)(F)C(O)=O. Product: [C:1]([C:4]1[C:22](=[O:23])[C@@:8]2([CH3:24])[C:9]3[C:15]([OH:16])=[CH:14][C:13]([O:17][CH3:18])=[C:12]([C:19]([NH:21][CH2:26][C:28]4[C:37]([CH3:38])=[CH:36][C:31]([C:32]([O:34][CH3:35])=[O:33])=[C:30]([CH3:39])[C:29]=4[CH3:40])=[O:20])[C:10]=3[O:11][C:7]2=[CH:6][C:5]=1[OH:25])(=[O:3])[CH3:2]. The catalyst class is: 10. (3) Reactant: I[C:2]1[S:9][C:8]2[CH:7]=[C:6]([CH:10]=[O:11])[S:5][C:4]=2[CH:3]=1.[C:12]1([N:18]([C:28]2[CH:33]=[CH:32][CH:31]=[CH:30][CH:29]=2)[C:19]2[CH:24]=[CH:23][C:22](B(O)O)=[CH:21][CH:20]=2)[CH:17]=[CH:16][CH:15]=[CH:14][CH:13]=1.O.O.O.O.O.O.O.O.O.O.O.O.P([O-])([O-])([O-])=O.[Na+].[Na+].[Na+]. Product: [C:28]1([N:18]([C:12]2[CH:13]=[CH:14][CH:15]=[CH:16][CH:17]=2)[C:19]2[CH:24]=[CH:23][C:22]([C:2]3[S:9][C:8]4[CH:7]=[C:6]([CH:10]=[O:11])[S:5][C:4]=4[CH:3]=3)=[CH:21][CH:20]=2)[CH:29]=[CH:30][CH:31]=[CH:32][CH:33]=1. The catalyst class is: 32. (4) Reactant: C[O:2][C:3]1[CH:4]=[C:5]([C:11]([CH3:16])([CH3:15])[C:12]([OH:14])=[O:13])[CH:6]=[C:7]([O:9]C)[CH:8]=1. Product: [OH:2][C:3]1[CH:4]=[C:5]([C:11]([CH3:16])([CH3:15])[C:12]([OH:14])=[O:13])[CH:6]=[C:7]([OH:9])[CH:8]=1. The catalyst class is: 2.